This data is from Reaction yield outcomes from USPTO patents with 853,638 reactions. The task is: Predict the reaction yield, written as a fraction of the theoretical maximum amount of product (1.0 means a 100% yield; for example, 0.34 means a 34% yield). (1) The product is [CH3:41][O:40][C:38]([CH:21]1[CH2:20][N:19]([CH2:18][C:9]2[NH:8][C:16]3[C:11]([CH:10]=2)=[CH:12][C:13]([Cl:17])=[CH:14][CH:15]=3)[CH2:24][C:23](=[O:25])[N:22]1[CH2:26][C:27]1[CH:36]=[C:35]2[C:30]([C:31]([NH2:37])=[N:32][CH:33]=[N:34]2)=[CH:29][CH:28]=1)=[O:39]. The reactants are C(OC([N:8]1[C:16]2[C:11](=[CH:12][C:13]([Cl:17])=[CH:14][CH:15]=2)[CH:10]=[C:9]1[CH2:18][N:19]1[CH2:24][C:23](=[O:25])[N:22]([CH2:26][C:27]2[CH:36]=[C:35]3[C:30]([C:31]([NH2:37])=[N:32][CH:33]=[N:34]3)=[CH:29][CH:28]=2)[CH:21]([C:38]([O:40][CH3:41])=[O:39])[CH2:20]1)=O)(C)(C)C.FC(F)(F)C(O)=O. The catalyst is C(Cl)Cl. The yield is 0.470. (2) The reactants are [OH:1][C:2]1[CH:7]=[C:6]([CH3:8])[C:5]([NH:9][CH:10]=[O:11])=[C:4]([CH3:12])[C:3]=1[CH3:13].Br[CH2:15][C:16]([CH3:25])=[CH:17][C:18]1[CH:23]=[CH:22][C:21]([CH3:24])=[CH:20][CH:19]=1. The catalyst is C(OCC)(=O)C.CCCCCC. The product is [CH3:12][C:4]1[C:3]([CH3:13])=[C:2]([O:1][CH2:15][C:16]([CH3:25])=[CH:17][C:18]2[CH:19]=[CH:20][C:21]([CH3:24])=[CH:22][CH:23]=2)[CH:7]=[C:6]([CH3:8])[C:5]=1[NH:9][CH:10]=[O:11]. The yield is 0.570. (3) The reactants are [CH3:1][C:2]1([CH3:19])[C:6]([CH3:8])([CH3:7])[O:5][B:4]([C:9]2[CH:14]=[CH:13][C:12]([C:15]3([NH2:18])[CH2:17][CH2:16]3)=[CH:11][CH:10]=2)[O:3]1.[C:20]([C:24]1[O:28][C:27]([C:29](O)=[O:30])=[N:26][N:25]=1)([CH3:23])([CH3:22])[CH3:21].CCCP(=O)=O.CCN(C(C)C)C(C)C. The catalyst is C(Cl)Cl. The product is [CH3:8][C:6]1([CH3:7])[C:2]([CH3:19])([CH3:1])[O:3][B:4]([C:9]2[CH:14]=[CH:13][C:12]([C:15]3([NH:18][C:29]([C:27]4[O:28][C:24]([C:20]([CH3:23])([CH3:22])[CH3:21])=[N:25][N:26]=4)=[O:30])[CH2:17][CH2:16]3)=[CH:11][CH:10]=2)[O:5]1. The yield is 0.130. (4) The reactants are [Cl:1][C:2]1[C:7]([O:8][CH3:9])=[CH:6][C:5]([O:10][CH3:11])=[C:4]([Cl:12])[C:3]=1[C:13]1[C:26](=[O:27])[N:25]([CH3:28])[C:16]2[N:17]=[C:18](S(C)(=O)=O)[N:19]=[CH:20][C:15]=2[CH:14]=1.[CH3:29][C:30]1[CH:35]=[CH:34][CH:33]=[C:32]([N+:36]([O-])=O)[C:31]=1[NH2:39].CC(C)([O-])C.[K+]. The catalyst is CN(C=O)C.CCOC(C)=O. The product is [NH2:36][C:32]1[CH:33]=[CH:34][CH:35]=[C:30]([CH3:29])[C:31]=1[NH:39][C:18]1[N:19]=[CH:20][C:15]2[CH:14]=[C:13]([C:3]3[C:2]([Cl:1])=[C:7]([O:8][CH3:9])[CH:6]=[C:5]([O:10][CH3:11])[C:4]=3[Cl:12])[C:26](=[O:27])[N:25]([CH3:28])[C:16]=2[N:17]=1. The yield is 0.700. (5) The reactants are Cl.[N:2]1([C:8]2[CH:15]=[CH:14][C:11]([C:12]#[N:13])=[CH:10][CH:9]=2)[CH2:7][CH2:6][NH:5][CH2:4][CH2:3]1.[C:16]1([C:22]([C:26]2[CH:31]=[CH:30][CH:29]=[CH:28][CH:27]=2)=[CH:23][CH:24]=O)[CH:21]=[CH:20][CH:19]=[CH:18][CH:17]=1.C(N(C(C)C)CC)(C)C.C([BH3-])#N. The catalyst is ClCCl.CO. The product is [C:16]1([C:22]([C:26]2[CH:27]=[CH:28][CH:29]=[CH:30][CH:31]=2)=[CH:23][CH2:24][N:5]2[CH2:6][CH2:7][N:2]([C:8]3[CH:9]=[CH:10][C:11]([C:12]#[N:13])=[CH:14][CH:15]=3)[CH2:3][CH2:4]2)[CH:21]=[CH:20][CH:19]=[CH:18][CH:17]=1. The yield is 0.840. (6) The reactants are C(OCC[C:9]1[N:14]=[C:13]([N:15]2[CH2:24][CH2:23][C:22]3[C:21]([C:25]4[CH:30]=[CH:29][CH:28]=[CH:27][CH:26]=4)=[N:20][C:19]([CH3:31])=[N:18][C:17]=3[CH2:16]2)[CH:12]=[CH:11][N:10]=1)(=O)CCC.CC1N=C(C2C=CC=CC=2)C2CCNCC=2N=1.[C:49](O[C@@H](C1N=C(Cl)C=CN=1)C)(=[O:53])[CH2:50]CC.C(N(CC)CC)C. The catalyst is C(O)(C)C. The product is [CH3:31][C:19]1[N:20]=[C:21]([C:25]2[CH:26]=[CH:27][CH:28]=[CH:29][CH:30]=2)[C:22]2[CH2:23][CH2:24][N:15]([C:13]3[CH:12]=[CH:11][N:10]=[C:9]([C@H:49]([OH:53])[CH3:50])[N:14]=3)[CH2:16][C:17]=2[N:18]=1. The yield is 0.880. (7) The reactants are [ClH:1].[NH2:2][C@@H:3]([CH3:10])[C:4]([O:6][CH:7]([CH3:9])[CH3:8])=[O:5].[P:11](Cl)(Cl)(=[O:19])[O:12][C:13]1[CH:18]=[CH:17][CH:16]=[CH:15][CH:14]=1.C(N(CC)CC)C. The catalyst is C(Cl)Cl. The product is [Cl:1][C:14]1[CH:15]=[CH:16][CH:17]=[CH:18][C:13]=1[O:12][P:11](=[N:2][C@@H:3]([CH3:10])[C:4]([O:6][CH:7]([CH3:9])[CH3:8])=[O:5])=[O:19]. The yield is 0.910.